Dataset: Reaction yield outcomes from USPTO patents with 853,638 reactions. Task: Predict the reaction yield, written as a fraction of the theoretical maximum amount of product (1.0 means a 100% yield; for example, 0.34 means a 34% yield). (1) The reactants are [CH3:1][N:2]1[C:10]2[C:5](=[CH:6][CH:7]=[CH:8][C:9]=2[CH2:11][N:12]2[C:16]3[CH:17]=[CH:18][CH:19]=[CH:20][C:15]=3[N:14](C(C)=C)[C:13]2=[O:24])[CH:4]=[C:3]1[CH3:25].O.Cl. The catalyst is C(O)C. The product is [CH3:1][N:2]1[C:10]2[C:5](=[CH:6][CH:7]=[CH:8][C:9]=2[CH2:11][N:12]2[C:16]3[CH:17]=[CH:18][CH:19]=[CH:20][C:15]=3[NH:14][C:13]2=[O:24])[CH:4]=[C:3]1[CH3:25]. The yield is 0.970. (2) The reactants are [Cl:1][C:2]1[CH:7]=[C:6]([Cl:8])[N:5]=[C:4]([CH2:9]Cl)[N:3]=1.[I-:11].[Na+]. The catalyst is CC(C)=O. The product is [Cl:1][C:2]1[CH:7]=[C:6]([Cl:8])[N:5]=[C:4]([CH2:9][I:11])[N:3]=1. The yield is 0.930. (3) The catalyst is O1CCCC1. The reactants are [H-].[Na+].[C:3]([O:10][CH2:11][CH3:12])(=[O:9])[C:4]([O:6]CC)=O.[C:13]([C:16]1[O:17][CH:18]=[CH:19][CH:20]=1)(=[O:15])[CH3:14].Cl. The product is [O:17]1[CH:18]=[CH:19][CH:20]=[C:16]1[C:13](=[O:15])[CH2:14][C:4](=[O:6])[C:3]([O:10][CH2:11][CH3:12])=[O:9]. The yield is 0.580.